This data is from Reaction yield outcomes from USPTO patents with 853,638 reactions. The task is: Predict the reaction yield, written as a fraction of the theoretical maximum amount of product (1.0 means a 100% yield; for example, 0.34 means a 34% yield). (1) The reactants are [N+:1]([C:4]1[CH:12]=[C:11]2[C:7]([CH:8]=[C:9]([C:13]3[CH:18]=[CH:17][CH:16]=[CH:15][CH:14]=3)[NH:10]2)=[CH:6][CH:5]=1)([O-])=O.[Cl-].[NH4+]. The catalyst is C(O)C.O.[Fe]. The product is [C:13]1([C:9]2[NH:10][C:11]3[C:7]([CH:8]=2)=[CH:6][CH:5]=[C:4]([NH2:1])[CH:12]=3)[CH:14]=[CH:15][CH:16]=[CH:17][CH:18]=1. The yield is 0.350. (2) The yield is 0.470. The reactants are [C:1]([CH:5]1[CH2:14][CH2:13][C:12]2[N:11]=[C:10]3[S:15][C:16]([C:18]4[O:19][C:20]([CH2:23]Cl)=[CH:21][N:22]=4)=[CH:17][C:9]3=[CH:8][C:7]=2[CH2:6]1)([CH3:4])([CH3:3])[CH3:2].C([O-])(O)=[O:26].[Na+].[BH4-].[Na+]. The product is [C:1]([CH:5]1[CH2:14][CH2:13][C:12]2[N:11]=[C:10]3[S:15][C:16]([C:18]4[O:19][C:20]([CH2:23][OH:26])=[CH:21][N:22]=4)=[CH:17][C:9]3=[CH:8][C:7]=2[CH2:6]1)([CH3:4])([CH3:3])[CH3:2]. The catalyst is CS(C)=O.O. (3) The reactants are [O:1]=[C:2]1[C:11]2[C:6](=[CH:7][CH:8]=[C:9]([C:12]([O:14][CH3:15])=[O:13])[CH:10]=2)[CH:5]=[CH:4][N:3]1[CH2:16][CH:17]=O.[CH3:19][O:20][C:21]1[CH:27]=[CH:26][C:24]([NH2:25])=[CH:23][CH:22]=1.C(O)(=O)C.C([BH3-])#N.[Na+]. The catalyst is CO.O. The product is [CH3:19][O:20][C:21]1[CH:27]=[CH:26][C:24]([NH:25][CH2:17][CH2:16][N:3]2[CH:4]=[CH:5][C:6]3[C:11](=[CH:10][C:9]([C:12]([O:14][CH3:15])=[O:13])=[CH:8][CH:7]=3)[C:2]2=[O:1])=[CH:23][CH:22]=1. The yield is 0.830. (4) The reactants are CS(O[CH2:6][CH2:7][O:8][CH2:9][CH2:10][O:11][CH2:12][CH2:13][O:14][CH2:15][C:16]1[CH:21]=[CH:20][C:19]([O:22][CH3:23])=[CH:18][CH:17]=1)(=O)=O.[N-:24]=[N+:25]=[N-:26].[Na+]. The catalyst is CN(C=O)C.O. The product is [N:24]([CH2:6][CH2:7][O:8][CH2:9][CH2:10][O:11][CH2:12][CH2:13][O:14][CH2:15][C:16]1[CH:21]=[CH:20][C:19]([O:22][CH3:23])=[CH:18][CH:17]=1)=[N+:25]=[N-:26]. The yield is 0.950.